Dataset: Forward reaction prediction with 1.9M reactions from USPTO patents (1976-2016). Task: Predict the product of the given reaction. (1) Given the reactants [Br:1][C:2]1[CH:10]=[C:9]2[C:5]([C:6](=[O:12])[C:7](=[O:11])[NH:8]2)=[CH:4][CH:3]=1.[C:13](=O)([O-])[O-].[K+].[K+].S(OC)(OC)(=O)=O, predict the reaction product. The product is: [Br:1][C:2]1[CH:10]=[C:9]2[C:5]([C:6](=[O:12])[C:7](=[O:11])[N:8]2[CH3:13])=[CH:4][CH:3]=1. (2) Given the reactants [C@H:1]1([NH:10][C:11]2[CH:20]=[CH:19][C:18]3[C:13](=[CH:14][CH:15]=[C:16]([NH2:21])[CH:17]=3)[N:12]=2)[C:9]2[C:4](=[CH:5][CH:6]=[CH:7][CH:8]=2)[CH2:3][CH2:2]1.C(N(CC)CC)C.Cl[C:30]([O:32][CH:33]([CH3:35])[CH3:34])=[O:31], predict the reaction product. The product is: [CH:33]([O:32][C:30](=[O:31])[NH:21][C:16]1[CH:17]=[C:18]2[C:13](=[CH:14][CH:15]=1)[N:12]=[C:11]([NH:10][C@H:1]1[C:9]3[C:4](=[CH:5][CH:6]=[CH:7][CH:8]=3)[CH2:3][CH2:2]1)[CH:20]=[CH:19]2)([CH3:35])[CH3:34]. (3) Given the reactants [C:1]([C:4]1[CH:12]=[CH:11][C:7]([C:8]([OH:10])=O)=[CH:6][C:5]=1[OH:13])(=[O:3])[CH3:2].C(N(C(C)C)CC)(C)C.ON1C2C=CC=CC=2N=N1.CN(C(ON1N=NC2C=CC=CC1=2)=[N+](C)C)C.[B-](F)(F)(F)F.[NH2:55][C:56]1[CH:61]=[CH:60][N:59]=[CH:58][CH:57]=1, predict the reaction product. The product is: [C:1]([C:4]1[CH:12]=[CH:11][C:7]([C:8]([NH:55][C:56]2[CH:61]=[CH:60][N:59]=[CH:58][CH:57]=2)=[O:10])=[CH:6][C:5]=1[OH:13])(=[O:3])[CH3:2]. (4) Given the reactants [NH:1]1[CH2:6][CH2:5][O:4][CH:3]([CH2:7][NH:8][C:9]2[CH:14]=[CH:13][C:12]([S:15]([NH2:18])(=[O:17])=[O:16])=[CH:11][C:10]=2[N+:19]([O-:21])=[O:20])[CH2:2]1.C(N(C(C)C)C(C)C)C.[C:31](OC(=O)C)(=[O:33])[CH3:32], predict the reaction product. The product is: [C:31]([N:1]1[CH2:6][CH2:5][O:4][CH:3]([CH2:7][NH:8][C:9]2[CH:14]=[CH:13][C:12]([S:15]([NH2:18])(=[O:16])=[O:17])=[CH:11][C:10]=2[N+:19]([O-:21])=[O:20])[CH2:2]1)(=[O:33])[CH3:32]. (5) Given the reactants C(O[C:4](=[O:21])[C:5]1[CH:10]=[C:9]([O:11][CH2:12][CH3:13])[C:8]([NH:14][C:15](=[O:17])[CH3:16])=[C:7]([O:18][CH2:19][CH3:20])[CH:6]=1)C.[H-].[Al+3].[Li+].[H-].[H-].[H-].C1C[O:31]CC1, predict the reaction product. The product is: [C:15]1(=[O:17])[N:14]([C:8]2[C:7]([O:18][CH2:19][CH3:20])=[CH:6][C:5]([CH:4]=[O:21])=[CH:10][C:9]=2[O:11][CH2:12][CH3:13])[C:16]1=[O:31]. (6) Given the reactants [OH:1][C:2]1[C:10]2[CH:9]=[C:8]([C:11]3[O:12][C:13]([CH2:16][CH3:17])=[N:14][N:15]=3)[O:7][C:6]=2[CH:5]=[CH:4][CH:3]=1.S(C1C=CC([N+]([O-])=O)=CC=1)(O[CH2:22][C@H:23]1[O:25][CH2:24]1)(=O)=O.C(=O)([O-])[O-].[K+].[K+], predict the reaction product. The product is: [CH2:22]([O:1][C:2]1[C:10]2[CH:9]=[C:8]([C:11]3[O:12][C:13]([CH2:16][CH3:17])=[N:14][N:15]=3)[O:7][C:6]=2[CH:5]=[CH:4][CH:3]=1)[C@H:23]1[O:25][CH2:24]1.